This data is from Reaction yield outcomes from USPTO patents with 853,638 reactions. The task is: Predict the reaction yield, written as a fraction of the theoretical maximum amount of product (1.0 means a 100% yield; for example, 0.34 means a 34% yield). (1) The reactants are [N+:1]([C:4]1[S:8][C:7]([C:9]([OH:11])=O)=[CH:6][CH:5]=1)([O-:3])=[O:2].O=S(Cl)Cl.[NH2:16][C:17]1[CH:22]=[CH:21][N:20]=[CH:19][C:18]=1[OH:23].C([O-])([O-])=O.[Na+].[Na+]. The catalyst is N1C=CC=CC=1.O.CC(O)=O. The product is [OH:23][C:18]1[CH:19]=[N:20][CH:21]=[CH:22][C:17]=1[NH:16][C:9]([C:7]1[S:8][C:4]([N+:1]([O-:3])=[O:2])=[CH:5][CH:6]=1)=[O:11]. The yield is 0.780. (2) The reactants are Br[CH2:2][C:3]1[C:12]2[C:7](=[CH:8][CH:9]=[CH:10][CH:11]=2)[C:6]([CH:13]=[O:14])=[CH:5][CH:4]=1.[C:15]1(=[O:25])[NH:19][C:18](=[O:20])[C:17]2=[CH:21][CH:22]=[CH:23][CH:24]=[C:16]12.[K]. The catalyst is CN(C=O)C.O. The product is [O:20]=[C:18]1[C:17]2[C:16](=[CH:24][CH:23]=[CH:22][CH:21]=2)[C:15](=[O:25])[N:19]1[CH2:2][C:3]1[C:12]2[C:7](=[CH:8][CH:9]=[CH:10][CH:11]=2)[C:6]([CH:13]=[O:14])=[CH:5][CH:4]=1. The yield is 0.980. (3) The reactants are [F:1][C:2]1[CH:7]=[C:6]([F:8])[C:5]([F:9])=[CH:4][C:3]=1[N:10]1[CH2:15][CH2:14][NH:13][CH2:12][CH2:11]1.Cl[CH2:17][C@H:18]([N:25]1[C:34](=[O:35])[CH2:33][C:28]2([CH2:32][CH2:31][CH2:30][CH2:29]2)[CH2:27][C:26]1=[O:36])[C:19]1[CH:24]=[CH:23][CH:22]=[CH:21][CH:20]=1. No catalyst specified. The product is [C:19]1([C@@H:18]([N:25]2[C:34](=[O:35])[CH2:33][C:28]3([CH2:32][CH2:31][CH2:30][CH2:29]3)[CH2:27][C:26]2=[O:36])[CH2:17][N:13]2[CH2:12][CH2:11][N:10]([C:3]3[CH:4]=[C:5]([F:9])[C:6]([F:8])=[CH:7][C:2]=3[F:1])[CH2:15][CH2:14]2)[CH:24]=[CH:23][CH:22]=[CH:21][CH:20]=1. The yield is 0.300. (4) The reactants are [C:1]([C:5]1[S:9][C:8]([NH:10]C(=O)OC(C)(C)C)=[C:7]([C:18]([N:20]2[CH2:25][CH2:24][N:23]([CH3:26])[C:22](=[O:27])[C:21]2([CH3:29])[CH3:28])=[O:19])[CH:6]=1)([CH3:4])([CH3:3])[CH3:2]. The catalyst is C(Cl)Cl.C(O)(C(F)(F)F)=O. The product is [NH2:10][C:8]1[S:9][C:5]([C:1]([CH3:4])([CH3:3])[CH3:2])=[CH:6][C:7]=1[C:18]([N:20]1[CH2:25][CH2:24][N:23]([CH3:26])[C:22](=[O:27])[C:21]1([CH3:28])[CH3:29])=[O:19]. The yield is 0.660.